Task: Predict the product of the given reaction.. Dataset: Forward reaction prediction with 1.9M reactions from USPTO patents (1976-2016) (1) Given the reactants [OH:1][CH2:2][CH2:3][NH:4][C:5](=[O:15])/[CH:6]=[CH:7]/[C:8]1[CH:13]=[CH:12][CH:11]=[CH:10][C:9]=1I.[NH2:16][CH2:17][C:18]1[CH:33]=[CH:32][C:21]([C:22]([NH:24][C:25]2[CH:30]=[CH:29][CH:28]=[CH:27][C:26]=2[NH2:31])=[O:23])=[CH:20][CH:19]=1.C([O-])([O-])=O.[K+].[K+].[CH2:40]=[C:41]=[CH2:42], predict the reaction product. The product is: [NH2:31][C:26]1[CH:27]=[CH:28][CH:29]=[CH:30][C:25]=1[NH:24][C:22](=[O:23])[C:21]1[CH:20]=[CH:19][C:18]([CH2:17][N:16]2[CH2:42][C:41](=[CH2:40])[C:9]3[C:8](=[CH:13][CH:12]=[CH:11][CH:10]=3)[CH:7]2[CH2:6][C:5]([NH:4][CH2:3][CH2:2][OH:1])=[O:15])=[CH:33][CH:32]=1. (2) The product is: [CH2:12]([C:19]1[C:20]([C:42]([NH:44][CH3:45])=[O:43])=[N:21][C:22]2[C:27]([C:28]=1[C:29]([F:32])([F:30])[F:31])=[CH:26][C:25]([C:33]([C:34]1[CH:35]=[CH:36][C:37]([F:40])=[CH:38][CH:39]=1)([OH:41])[C:2]1[N:6]([CH3:7])[CH:5]=[N:4][CH:3]=1)=[CH:24][CH:23]=2)[C:13]1[CH:18]=[CH:17][CH:16]=[CH:15][CH:14]=1. Given the reactants Br[C:2]1[N:6]([CH3:7])[CH:5]=[N:4][CH:3]=1.C([Mg]Cl)C.[CH2:12]([C:19]1[C:20]([C:42]([NH:44][CH3:45])=[O:43])=[N:21][C:22]2[C:27]([C:28]=1[C:29]([F:32])([F:31])[F:30])=[CH:26][C:25]([C:33](=[O:41])[C:34]1[CH:39]=[CH:38][C:37]([F:40])=[CH:36][CH:35]=1)=[CH:24][CH:23]=2)[C:13]1[CH:18]=[CH:17][CH:16]=[CH:15][CH:14]=1, predict the reaction product. (3) The product is: [NH:5]([C:19]1[N:20]=[N:21][C:22]([C:25]2[CH:30]=[CH:29][C:28]([F:31])=[CH:27][CH:26]=2)=[CH:23][N:24]=1)[NH2:6]. Given the reactants CS(C1[N:5]=[N:6]C(C2C=CC=CC=2)=CN=1)=O.CS([C:19]1[N:20]=[N:21][C:22]([C:25]2[CH:30]=[CH:29][C:28]([F:31])=[CH:27][CH:26]=2)=[CH:23][N:24]=1)=O, predict the reaction product. (4) Given the reactants C(=O)([O-])[O-].[Cs+].[Cs+].C(#N)C.[OH:10][C:11]1[CH:12]=[CH:13][C:14]2[C:15](=[O:38])[C@H:16]3[C:33]4[C:28](=[CH:29][C:30]([O:36][CH3:37])=[C:31]([O:34][CH3:35])[CH:32]=4)[O:27][CH2:26][C@H:17]3[O:18][C:19]=2[C:20]=1[CH2:21][CH:22]=[C:23]([CH3:25])[CH3:24].[CH2:39](Br)[C:40]1[CH:45]=[CH:44][CH:43]=[CH:42][CH:41]=1, predict the reaction product. The product is: [CH2:39]([O:10][C:11]1[CH:12]=[CH:13][C:14]2[C:15](=[O:38])[CH:16]3[C:33]4[C:28](=[CH:29][C:30]([O:36][CH3:37])=[C:31]([O:34][CH3:35])[CH:32]=4)[O:27][CH2:26][CH:17]3[O:18][C:19]=2[C:20]=1[CH2:21][CH:22]=[C:23]([CH3:25])[CH3:24])[C:40]1[CH:45]=[CH:44][CH:43]=[CH:42][CH:41]=1. (5) Given the reactants CC1C=CC(S(O[CH2:12][CH:13]2[CH2:17][C:16]3[CH:18]=[CH:19][CH:20]=[C:21]([C:22]4[C:27]([F:28])=[CH:26][CH:25]=[CH:24][C:23]=4[F:29])[C:15]=3[O:14]2)(=O)=O)=CC=1.[N-:30]=[N+:31]=[N-:32].[Na+], predict the reaction product. The product is: [F:29][C:23]1[CH:24]=[CH:25][CH:26]=[C:27]([F:28])[C:22]=1[C:21]1[C:15]2[O:14][CH:13]([CH2:12][N:30]=[N+:31]=[N-:32])[CH2:17][C:16]=2[CH:18]=[CH:19][CH:20]=1. (6) The product is: [CH:40]1([C:43]2[C:44]([O:53][CH:54]3[CH2:59][CH2:58][CH2:57][C:56]([CH3:61])([CH3:60])[CH2:55]3)=[CH:45][C:46]([F:52])=[C:47]([CH:51]=2)[C:48]([NH:12][S:9]([CH:6]2[CH2:8][CH2:7]2)(=[O:11])=[O:10])=[O:49])[CH2:42][CH2:41]1. Given the reactants CS(N)(=O)=O.[CH:6]1([S:9]([NH2:12])(=[O:11])=[O:10])[CH2:8][CH2:7]1.C(C1(COC2C(C3CC3)=CC(C(O)=O)=C(F)C=2)C2CC3CC(CC1C3)C2)#N.[CH:40]1([C:43]2[C:44]([O:53][CH:54]3[CH2:59][CH2:58][CH2:57][C:56]([CH3:61])([CH3:60])[CH2:55]3)=[CH:45][C:46]([F:52])=[C:47]([CH:51]=2)[C:48](O)=[O:49])[CH2:42][CH2:41]1, predict the reaction product. (7) Given the reactants [OH:1][C:2]1[CH:9]=[CH:8][C:7]([OH:10])=[CH:6][C:3]=1[CH:4]=O.C([O-])([O-])=O.[K+].[K+].[O:17]1[C:21]2[CH:22]=[CH:23][CH:24]=[CH:25][C:20]=2[CH:19]=[C:18]1[C:26](=[O:29])[CH2:27]Br, predict the reaction product. The product is: [O:17]1[C:21]2[CH:22]=[CH:23][CH:24]=[CH:25][C:20]=2[CH:19]=[C:18]1[C:26]([C:27]1[O:1][C:2]2[CH:9]=[CH:8][C:7]([OH:10])=[CH:6][C:3]=2[CH:4]=1)=[O:29]. (8) The product is: [C:25]([OH:27])(=[O:26])[C:24]1[CH:29]=[CH:30][CH:31]=[CH:22][CH:23]=1. Given the reactants O(C1C=CC(NC2N=CN=C(N[C:22]3[CH:23]=[C:24]([CH:29]=[CH:30][CH:31]=3)[C:25]([O:27]C)=[O:26])C=2)=CC=1)C1C=CC=CC=1.[Li+].[OH-], predict the reaction product.